From a dataset of Reaction yield outcomes from USPTO patents with 853,638 reactions. Predict the reaction yield, written as a fraction of the theoretical maximum amount of product (1.0 means a 100% yield; for example, 0.34 means a 34% yield). (1) The reactants are [CH3:1][C:2]1[O:6][N:5]=[C:4]([C:7]2[CH:12]=[CH:11][CH:10]=[CH:9][N:8]=2)[C:3]=1[CH2:13][O:14][C:15]1[CH:16]=[CH:17][C:18]([C:21]([OH:23])=O)=[N:19][CH:20]=1.[CH2:24]([NH2:26])[CH3:25]. No catalyst specified. The product is [CH2:24]([NH:26][C:21]([C:18]1[CH:17]=[CH:16][C:15]([O:14][CH2:13][C:3]2[C:4]([C:7]3[CH:12]=[CH:11][CH:10]=[CH:9][N:8]=3)=[N:5][O:6][C:2]=2[CH3:1])=[CH:20][N:19]=1)=[O:23])[CH3:25]. The yield is 0.850. (2) The reactants are [F:1][C:2]([F:16])([O:6][C:7]1[CH:8]=[C:9]([CH:13]=[CH:14][CH:15]=1)[C:10]([OH:12])=O)[CH:3]([F:5])[F:4].F[P-](F)(F)(F)(F)F.N1(OC(N(C)C)=[N+](C)C)C2N=CC=CC=2N=N1.[NH2:41][C:42]1[CH:43]=[CH:44][C:45]([CH3:64])=[C:46]([CH:63]=1)[O:47][C:48]1[N:53]=[C:52]2[S:54][C:55]([NH:57][C:58]([CH:60]3[CH2:62][CH2:61]3)=[O:59])=[N:56][C:51]2=[CH:50][CH:49]=1.O. The catalyst is N1C=CC=CC=1. The product is [CH:60]1([C:58]([NH:57][C:55]2[S:54][C:52]3[C:51]([N:56]=2)=[CH:50][CH:49]=[C:48]([O:47][C:46]2[CH:63]=[C:42]([NH:41][C:10](=[O:12])[C:9]4[CH:13]=[CH:14][CH:15]=[C:7]([O:6][C:2]([F:1])([F:16])[CH:3]([F:4])[F:5])[CH:8]=4)[CH:43]=[CH:44][C:45]=2[CH3:64])[N:53]=3)=[O:59])[CH2:61][CH2:62]1. The yield is 0.560. (3) The reactants are [Cl-].[Al+3].[Cl-].[Cl-].[C:5](Cl)(=[O:7])[CH3:6].[CH2:9]1[C:20]2=[C:21]3[C:16](=[CH:17][CH:18]=[CH:19]2)[CH2:15][CH2:14][CH2:13][CH:12]3[CH2:11][CH2:10]1. The yield is 0.450. The catalyst is C(=S)=S. The product is [C:19]1([C:5](=[O:7])[CH3:6])[C:20]2=[C:21]3[CH:12]([CH2:11][CH2:10][CH2:9]2)[CH2:13][CH2:14][CH2:15][C:16]3=[CH:17][CH:18]=1. (4) The reactants are [NH2:1][C:2]1[NH:6][N:5]=[C:4]([CH3:7])[C:3]=1[C:8]1[S:9][C:10]2[CH:16]=[C:15]([S:17](Cl)(=[O:19])=[O:18])[C:14]([F:21])=[CH:13][C:11]=2[N:12]=1.FC1C=CC2SC(C3C(C)=NNC=3N)=NC=2C=1.[N:39]1[CH:44]=[CH:43][C:42]([CH2:45][NH2:46])=[CH:41][CH:40]=1.C(N(CC)CC)C. The catalyst is C(Cl)(Cl)Cl. The product is [N:39]1[CH:44]=[CH:43][C:42]([CH2:45][NH:46][S:17]([C:15]2[C:14]([F:21])=[CH:13][C:11]3[N:12]=[C:8]([C:3]4[C:4]([CH3:7])=[N:5][NH:6][C:2]=4[NH2:1])[S:9][C:10]=3[CH:16]=2)(=[O:19])=[O:18])=[CH:41][CH:40]=1. The yield is 0.240. (5) The reactants are [CH3:1][O:2][C:3](=[O:24])[C:4]1[CH:9]=[CH:8][CH:7]=[C:6]([CH2:10][NH:11][C:12](=O)[C:13]2[CH:18]=[CH:17][CH:16]=[C:15]([C:19]([F:22])([F:21])[F:20])[CH:14]=2)[CH:5]=1.COC1C=CC(P2(SP(C3C=CC(OC)=CC=3)(=S)S2)=[S:34])=CC=1. The catalyst is C1(C)C=CC=CC=1. The product is [CH3:1][O:2][C:3](=[O:24])[C:4]1[CH:9]=[CH:8][CH:7]=[C:6]([CH2:10][NH:11][C:12](=[S:34])[C:13]2[CH:18]=[CH:17][CH:16]=[C:15]([C:19]([F:22])([F:21])[F:20])[CH:14]=2)[CH:5]=1. The yield is 0.940. (6) The reactants are [F:1][C:2]([F:14])([F:13])[C:3]1[CH:4]=[C:5]([CH2:9][C:10]([OH:12])=O)[CH:6]=[CH:7][CH:8]=1.C(Cl)(=O)C(Cl)=O.[NH2:21][C:22](=[N:28]O)[C:23]([O:25][CH2:26][CH3:27])=[O:24].C(N(CC)C(C)C)(C)C. The catalyst is ClCCl.N1C=CC=CC=1.CN(C=O)C. The product is [F:13][C:2]([F:1])([F:14])[C:3]1[CH:4]=[C:5]([CH:6]=[CH:7][CH:8]=1)[CH2:9][C:10]1[O:12][N:28]=[C:22]([C:23]([O:25][CH2:26][CH3:27])=[O:24])[N:21]=1. The yield is 0.0400.